Dataset: Forward reaction prediction with 1.9M reactions from USPTO patents (1976-2016). Task: Predict the product of the given reaction. (1) Given the reactants Br[C:2]1[C:3]([O:12][CH3:13])=[C:4]([CH:7]=[C:8]([O:10][CH3:11])[CH:9]=1)[C:5]#[N:6].C(=O)([O-])[O-].[Cs+].[Cs+].[C:20]([C:22]1[CH:27]=[CH:26][C:25]([O:28][CH3:29])=[CH:24][CH:23]=1)#[CH:21], predict the reaction product. The product is: [CH3:13][O:12][C:3]1[C:2]([C:21]#[C:20][C:22]2[CH:27]=[CH:26][C:25]([O:28][CH3:29])=[CH:24][CH:23]=2)=[CH:9][C:8]([O:10][CH3:11])=[CH:7][C:4]=1[C:5]#[N:6]. (2) Given the reactants [CH2:1]([O:8][NH:9][C@H:10]1[CH2:15][NH:14][CH:13]([C:16]([NH2:18])=[O:17])[C:12]([CH2:19][O:20][Si:21]([C:24]([CH3:27])([CH3:26])[CH3:25])([CH3:23])[CH3:22])=[CH:11]1)[C:2]1[CH:7]=[CH:6][CH:5]=[CH:4][CH:3]=1.C(N(C(C)C)CC)(C)C.Cl[C:38](Cl)([O:40]C(=O)OC(Cl)(Cl)Cl)Cl, predict the reaction product. The product is: [CH2:1]([O:8][N:9]1[C:38](=[O:40])[N:14]2[CH2:15][C@H:10]1[CH:11]=[C:12]([CH2:19][O:20][Si:21]([C:24]([CH3:27])([CH3:26])[CH3:25])([CH3:22])[CH3:23])[C@H:13]2[C:16]([NH2:18])=[O:17])[C:2]1[CH:7]=[CH:6][CH:5]=[CH:4][CH:3]=1. (3) Given the reactants [H-].[Na+].[O:3]1[CH2:8][CH2:7][CH:6]([OH:9])[CH2:5][CH2:4]1.[Cl:10][C:11]1[N:20]=[C:19](Cl)[C:18]2[C:13](=[CH:14][CH:15]=[C:16]([Cl:22])[CH:17]=2)[N:12]=1, predict the reaction product. The product is: [Cl:10][C:11]1[N:20]=[C:19]([O:9][CH:6]2[CH2:7][CH2:8][O:3][CH2:4][CH2:5]2)[C:18]2[C:13](=[CH:14][CH:15]=[C:16]([Cl:22])[CH:17]=2)[N:12]=1. (4) Given the reactants [C:1](Cl)(=[O:8])[C:2]1[CH:7]=[CH:6][CH:5]=[N:4][CH:3]=1.[Cl:10][C:11]1[CH:12]=[C:13]2[C:18](=[CH:19][N:20]=1)[CH2:17][NH:16][CH2:15][CH2:14]2.C(N(CC)CC)C, predict the reaction product. The product is: [Cl:10][C:11]1[CH:12]=[C:13]2[C:18](=[CH:19][N:20]=1)[CH2:17][N:16]([C:1]([C:2]1[CH:3]=[N:4][CH:5]=[CH:6][CH:7]=1)=[O:8])[CH2:15][CH2:14]2.